From a dataset of Full USPTO retrosynthesis dataset with 1.9M reactions from patents (1976-2016). Predict the reactants needed to synthesize the given product. (1) Given the product [Si:55]([O:54][C@H:15]([C:12]1[CH:13]=[CH:14][C:9]([OH:8])=[C:10]([NH:62][S:63]([CH3:66])(=[O:64])=[O:65])[CH:11]=1)[CH2:16][NH:17][CH2:18][CH2:19][C:20]1[CH:21]=[CH:22][C:23]([O:26][CH2:27][CH2:28][CH2:29][CH2:30][C:31]2[CH:36]=[CH:35][C:34]([OH:37])=[C:33]([C@@H:38]([C:48]3[CH:49]=[CH:50][CH:51]=[CH:52][CH:53]=3)[CH2:39][CH2:40][N:41]([CH:45]([CH3:47])[CH3:46])[CH:42]([CH3:44])[CH3:43])[CH:32]=2)=[CH:24][CH:25]=1)([C:58]([CH3:61])([CH3:59])[CH3:60])([CH3:57])[CH3:56], predict the reactants needed to synthesize it. The reactants are: C([O:8][C:9]1[CH:14]=[CH:13][C:12]([C@@H:15]([O:54][Si:55]([C:58]([CH3:61])([CH3:60])[CH3:59])([CH3:57])[CH3:56])[CH2:16][NH:17][CH2:18][CH2:19][C:20]2[CH:25]=[CH:24][C:23]([O:26][CH2:27][CH2:28][CH2:29][CH2:30][C:31]3[CH:36]=[CH:35][C:34]([OH:37])=[C:33]([C@@H:38]([C:48]4[CH:53]=[CH:52][CH:51]=[CH:50][CH:49]=4)[CH2:39][CH2:40][N:41]([CH:45]([CH3:47])[CH3:46])[CH:42]([CH3:44])[CH3:43])[CH:32]=3)=[CH:22][CH:21]=2)=[CH:11][C:10]=1[NH:62][S:63]([CH3:66])(=[O:65])=[O:64])C1C=CC=CC=1.C([O-])=O.[NH4+]. (2) The reactants are: CN1[CH2:24][CH2:23][C:5]2[N:6]([CH2:14][CH2:15][C:16]3[CH:17]=[N:18][C:19]([CH3:22])=[CH:20][CH:21]=3)[C:7]3[CH:8]=[CH:9][C:10]([CH3:13])=[CH:11][C:12]=3[C:4]=2[CH2:3]1.[O:25]1CCC(=O)CC1.CN1CCC(=O)CC1. Given the product [CH3:13][C:10]1[CH:9]=[CH:8][C:7]2[N:6]([CH2:14][CH2:15][C:16]3[CH:17]=[N:18][C:19]([CH3:22])=[CH:20][CH:21]=3)[C:5]3[CH2:23][CH2:24][O:25][CH2:3][C:4]=3[C:12]=2[CH:11]=1, predict the reactants needed to synthesize it. (3) Given the product [CH:14]1([N:20]2[C:2]3=[C:3]4[CH:12]=[CH:11][NH:10][C:4]4=[N:5][CH:6]=[C:7]3[CH:8]=[N:21]2)[CH2:19][CH2:18][CH2:17][CH2:16][CH2:15]1, predict the reactants needed to synthesize it. The reactants are: Cl[C:2]1[C:7]([CH:8]=O)=[CH:6][N:5]=[C:4]2[NH:10][CH:11]=[CH:12][C:3]=12.Cl.[CH:14]1([NH:20][NH2:21])[CH2:19][CH2:18][CH2:17][CH2:16][CH2:15]1.CCN(C(C)C)C(C)C. (4) Given the product [C:5]([C:4]1[CH:7]=[CH:8][C:9]2[NH:18][C:11](=[O:12])[O:26][C:2]=2[CH:3]=1)#[N:6], predict the reactants needed to synthesize it. The reactants are: N[C:2]1[CH:3]=[C:4]([CH:7]=[CH:8][C:9]=1O)[C:5]#[N:6].[C:11]([N:18]1C=CN=C1)(N1C=CN=C1)=[O:12].C1C[O:26]CC1. (5) Given the product [CH:13]([O:15][S:8]([C:5]1[CH:6]=[CH:7][C:2]([CH3:1])=[CH:3][CH:4]=1)(=[O:10])=[O:9])([CH3:14])[CH3:12], predict the reactants needed to synthesize it. The reactants are: [CH3:1][C:2]1[CH:7]=[CH:6][C:5]([S:8](Cl)(=[O:10])=[O:9])=[CH:4][CH:3]=1.[CH3:12][CH:13]([OH:15])[CH3:14].O. (6) Given the product [Cl:1][C:2]1[N:3]=[CH:4][CH:5]=[C:6]2[C:6]([CH3:7])=[C:5]([CH3:4])[NH:8][C:7]=12, predict the reactants needed to synthesize it. The reactants are: [Cl:1][C:2]1[C:7]([N+:8]([O-])=O)=[CH:6][CH:5]=[CH:4][N:3]=1.